The task is: Predict which catalyst facilitates the given reaction.. This data is from Catalyst prediction with 721,799 reactions and 888 catalyst types from USPTO. (1) Reactant: [I:1]N1C(=O)CCC1=O.[Cl:9][C:10]1[CH:15]=[N:14][N:13]2[CH:16]=[CH:17][N:18]=[C:12]2[CH:11]=1. Product: [Cl:9][C:10]1[CH:15]=[N:14][N:13]2[C:16]([I:1])=[CH:17][N:18]=[C:12]2[CH:11]=1. The catalyst class is: 42. (2) Reactant: [I-].[C:15]1(P([C:15]2[CH:20]=[CH:19][CH:18]=[CH:17][CH:16]=2)[C:15]2[CH:20]=[CH:19][CH:18]=[CH:17][CH:16]=2)[CH:20]=[CH:19][CH:18]=[CH:17][CH:16]=1.C[Si]([N-][Si](C)(C)C)(C)C.[Na+].[CH2:31]([O:33][C:34](=[O:46])[C:35]([C:37]1[CH:42]=[CH:41][C:40]([S:43][CH3:44])=[C:39]([Cl:45])[CH:38]=1)=O)[CH3:32]. Product: [CH2:31]([O:33][C:34](=[O:46])[C:35]([C:37]1[CH:42]=[CH:41][C:40]([S:43][CH3:44])=[C:39]([Cl:45])[CH:38]=1)=[CH:15][CH:20]1[CH2:16][CH2:17][CH2:18][CH2:19]1)[CH3:32]. The catalyst class is: 30. (3) Reactant: [CH3:1][O:2][C:3]1[CH:8]=[C:7]([CH2:9][O:10][CH3:11])[CH:6]=[C:5]([O:12][CH3:13])[C:4]=1[C:14]1[N:15]([NH:20][C:21](=[O:28])[CH2:22][C:23]([O:25][CH2:26][CH3:27])=[O:24])[C:16](=S)[S:17][CH:18]=1.IC. Product: [CH3:1][O:2][C:3]1[CH:8]=[C:7]([CH2:9][O:10][CH3:11])[CH:6]=[C:5]([O:12][CH3:13])[C:4]=1[C:14]1[N:15]2[N:20]=[C:21]([OH:28])[C:22]([C:23]([O:25][CH2:26][CH3:27])=[O:24])=[C:16]2[S:17][CH:18]=1. The catalyst class is: 21. (4) Reactant: C([O:14][C:15]1[C:24]2[N:23]=[CH:22][CH:21]=[CH:20][C:19]=2[C:18]([C:25]([OH:27])=O)=[C:17]2[CH2:28][N:29]([CH2:32][C:33]3[CH:38]=[CH:37][C:36]([F:39])=[CH:35][CH:34]=3)[C:30](=[O:31])[C:16]=12)(C1C=CC=CC=1)C1C=CC=CC=1.[CH3:40][NH:41][C:42]1[CH:47]=[CH:46][CH:45]=[CH:44][N:43]=1.C(N(C(C)C)CC)(C)C.F[P-](F)(F)(F)(F)F.N1(OC(N(C)C)=[N+](C)C)C2N=CC=CC=2N=N1. Product: [CH3:40][N:41]([C:42]1[CH:47]=[CH:46][CH:45]=[CH:44][N:43]=1)[C:25]([C:18]1[C:19]2[CH:20]=[CH:21][CH:22]=[N:23][C:24]=2[C:15]([OH:14])=[C:16]2[C:30](=[O:31])[N:29]([CH2:32][C:33]3[CH:38]=[CH:37][C:36]([F:39])=[CH:35][CH:34]=3)[CH2:28][C:17]=12)=[O:27]. The catalyst class is: 9. (5) Reactant: F[B-](F)(F)F.[CH3:6][N+:7]1[C:11](SC(C)CC)=[N:10][N:9]([CH:17]([CH3:20])[CH2:18][CH3:19])[N:8]=1.[OH-:21].[Na+]. Product: [CH3:6][N+:7]1[C:11]([O-:21])=[N:10][N:9]([CH:17]([CH3:20])[CH2:18][CH3:19])[N:8]=1. The catalyst class is: 6. (6) Reactant: [CH3:1][C:2]1[CH:3]=[CH:4][C:5]([N:10]2[N:14]=[CH:13][CH:12]=[N:11]2)=[C:6]([CH2:8]O)[CH:7]=1.S(Cl)([Cl:17])=O. Product: [Cl:17][CH2:8][C:6]1[CH:7]=[C:2]([CH3:1])[CH:3]=[CH:4][C:5]=1[N:10]1[N:14]=[CH:13][CH:12]=[N:11]1. The catalyst class is: 22.